This data is from Reaction yield outcomes from USPTO patents with 853,638 reactions. The task is: Predict the reaction yield, written as a fraction of the theoretical maximum amount of product (1.0 means a 100% yield; for example, 0.34 means a 34% yield). (1) The reactants are FC(F)(F)S(O[C:7]1[CH2:8][CH2:9][N:10]([CH3:13])[CH2:11][CH:12]=1)(=O)=O.B1(B2OC(C)(C)C(C)(C)O2)OC(C)(C)C(C)(C)O1.C([O-])([O-])=O.[K+].[K+].Br[C:41]1[S:49][C:48]2[C:43](=[N:44][CH:45]=[CH:46][C:47]=2[O:50][C:51]2[CH:56]=[CH:55][C:54]([N+:57]([O-:59])=[O:58])=[CH:53][C:52]=2[F:60])[CH:42]=1.[F-].[Cs+].C([O-])(O)=O.[Na+]. The catalyst is COCCOC.O.C1C=CC([P]([Pd]([P](C2C=CC=CC=2)(C2C=CC=CC=2)C2C=CC=CC=2)([P](C2C=CC=CC=2)(C2C=CC=CC=2)C2C=CC=CC=2)[P](C2C=CC=CC=2)(C2C=CC=CC=2)C2C=CC=CC=2)(C2C=CC=CC=2)C2C=CC=CC=2)=CC=1. The product is [F:60][C:52]1[CH:53]=[C:54]([N+:57]([O-:59])=[O:58])[CH:55]=[CH:56][C:51]=1[O:50][C:47]1[CH:46]=[CH:45][N:44]=[C:43]2[CH:42]=[C:41]([C:7]3[CH2:8][CH2:9][N:10]([CH3:13])[CH2:11][CH:12]=3)[S:49][C:48]=12. The yield is 0.390. (2) The yield is 0.970. The reactants are [H-].[Na+].[CH2:3]([C:5]1[C:27]([F:28])=[CH:26][C:8]([O:9][C:10]2[CH:24]=[CH:23][C:13]([C:14]([N:16]3[CH2:21][CH2:20][NH:19][C:18](=[O:22])[CH2:17]3)=[O:15])=[CH:12][C:11]=2[F:25])=[C:7]([O:29][CH3:30])[CH:6]=1)[CH3:4].IC.[C:33](OCC)(=O)C. The product is [CH2:3]([C:5]1[C:27]([F:28])=[CH:26][C:8]([O:9][C:10]2[CH:24]=[CH:23][C:13]([C:14]([N:16]3[CH2:21][CH2:20][N:19]([CH3:33])[C:18](=[O:22])[CH2:17]3)=[O:15])=[CH:12][C:11]=2[F:25])=[C:7]([O:29][CH3:30])[CH:6]=1)[CH3:4]. The catalyst is CN(C)C=O.O. (3) The yield is 0.508. The catalyst is C(O)(=O)C.ClCCl. The product is [Cl:1][C:2]1[CH:3]=[C:4]2[C:5]([C:6](=[O:8])[N:27]([CH2:19][CH2:20][C:21]3[CH:26]=[CH:25][CH:24]=[CH:23][CH:22]=3)[C:12]([CH3:13])=[N:11]2)=[CH:9][CH:10]=1. The reactants are [Cl:1][C:2]1[CH:3]=[C:4]([NH2:11])[C:5](=[CH:9][CH:10]=1)[C:6]([OH:8])=O.[C:12](OC(=O)C)(=O)[CH3:13].[CH2:19]([NH2:27])[CH2:20][C:21]1[CH:26]=[CH:25][CH:24]=[CH:23][CH:22]=1. (4) The reactants are [NH2:1][C:2]1[C:7]([C:8]([C:10]2[CH:15]=[C:14]([F:16])[CH:13]=[CH:12][C:11]=2[O:17][CH3:18])=[O:9])=[CH:6][N:5]=[C:4]([NH:19][CH:20]2[CH2:25][CH2:24][NH:23][CH2:22][CH2:21]2)[N:3]=1.[Cl:26][CH2:27][CH2:28][CH2:29][S:30](Cl)(=[O:32])=[O:31].C(N(C(C)C)CC)(C)C. The catalyst is C(Cl)Cl. The product is [NH2:1][C:2]1[C:7]([C:8]([C:10]2[CH:15]=[C:14]([F:16])[CH:13]=[CH:12][C:11]=2[O:17][CH3:18])=[O:9])=[CH:6][N:5]=[C:4]([NH:19][CH:20]2[CH2:21][CH2:22][N:23]([S:30]([CH2:29][CH2:28][CH2:27][Cl:26])(=[O:32])=[O:31])[CH2:24][CH2:25]2)[N:3]=1. The yield is 0.820. (5) The reactants are [CH2:1]([C:3]([C:15]1[CH:20]=[CH:19][C:18]([OH:21])=[C:17]([CH3:22])[CH:16]=1)([C:6]1[CH:11]=[CH:10][C:9]([C:12]#[CH:13])=[C:8]([CH3:14])[CH:7]=1)[CH2:4][CH3:5])[CH3:2].CCCCCC.[F:29][C:30]([F:38])([F:37])[C:31]([C:33]([F:36])([F:35])[F:34])=[O:32]. The catalyst is C1COCC1.C([Li])CCC. The product is [CH2:1]([C:3]([C:15]1[CH:20]=[CH:19][C:18]([OH:21])=[C:17]([CH3:22])[CH:16]=1)([C:6]1[CH:11]=[CH:10][C:9]([C:12]#[C:13][C:31]([OH:32])([C:33]([F:36])([F:35])[F:34])[C:30]([F:38])([F:37])[F:29])=[C:8]([CH3:14])[CH:7]=1)[CH2:4][CH3:5])[CH3:2]. The yield is 0.290. (6) The yield is 0.630. The reactants are [Br:1][C:2]1[CH:12]=[C:11]([F:13])[CH:10]=[CH:9][C:3]=1[O:4][CH2:5][C:6]([OH:8])=O.[CH:14]([NH:17][NH:18][C:19](=[O:31])[C:20]1[CH:25]=[CH:24][C:23]([O:26][CH2:27][CH2:28][O:29][CH3:30])=[CH:22][CH:21]=1)([CH3:16])[CH3:15].C(N(C(C)C)CC)(C)C.C1CN([P+](Br)(N2CCCC2)N2CCCC2)CC1.F[P-](F)(F)(F)(F)F. The catalyst is CN(C=O)C. The product is [Br:1][C:2]1[CH:12]=[C:11]([F:13])[CH:10]=[CH:9][C:3]=1[O:4][CH2:5][C:6]([N:17]([CH:14]([CH3:16])[CH3:15])[NH:18][C:19](=[O:31])[C:20]1[CH:21]=[CH:22][C:23]([O:26][CH2:27][CH2:28][O:29][CH3:30])=[CH:24][CH:25]=1)=[O:8].